This data is from Full USPTO retrosynthesis dataset with 1.9M reactions from patents (1976-2016). The task is: Predict the reactants needed to synthesize the given product. (1) The reactants are: C(C1ON=C(N)C=1)(C)C.[CH:10]1([C:15]2([CH2:20][C:21](=[N:23][OH:24])[NH2:22])OCCO2)[CH2:14][CH2:13][CH2:12][CH2:11]1.Cl. Given the product [CH:10]1([C:15]2[O:24][N:23]=[C:21]([NH2:22])[CH:20]=2)[CH2:11][CH2:12][CH2:13][CH2:14]1, predict the reactants needed to synthesize it. (2) The reactants are: [F:1][C:2]1[CH:7]=[CH:6][C:5]([C:8]([NH:10][C@@H:11]([CH2:15][CH2:16][C:17]([O:19][CH3:20])=[O:18])[C:12]([OH:14])=O)=[O:9])=[CH:4][CH:3]=1.CCOP(ON1N=NC2C=CC=CC=2C1=O)(OCC)=O.N1C=CN=C1.[CH3:46][S:47]([N:50]1[CH2:55][CH2:54][NH:53][CH2:52][CH2:51]1)(=[O:49])=[O:48]. Given the product [F:1][C:2]1[CH:3]=[CH:4][C:5]([C:8]([NH:10][C@H:11]([C:12]([N:53]2[CH2:54][CH2:55][N:50]([S:47]([CH3:46])(=[O:49])=[O:48])[CH2:51][CH2:52]2)=[O:14])[CH2:15][CH2:16][C:17]([O:19][CH3:20])=[O:18])=[O:9])=[CH:6][CH:7]=1, predict the reactants needed to synthesize it. (3) Given the product [CH3:1][O:2][C:3]([C:5]1([CH2:8][OH:9])[CH2:7][CH2:6]1)=[O:4], predict the reactants needed to synthesize it. The reactants are: [CH3:1][O:2][C:3]([C:5]1([C:8](O)=[O:9])[CH2:7][CH2:6]1)=[O:4].C(N(CC)CC)C.CC(C)CC(Cl)=O.[BH4-].[Na+].Cl. (4) Given the product [F:1][C:2]1[CH:3]=[C:4]([C:8]2[C:9]([C:20]([OH:22])=[O:21])=[CH:10][C:11]([CH:18]=[CH2:19])=[C:12]3[C:17]=2[N:16]=[CH:15][CH:14]=[CH:13]3)[CH:5]=[CH:6][CH:7]=1, predict the reactants needed to synthesize it. The reactants are: [F:1][C:2]1[CH:3]=[C:4]([C:8]2[C:9]([C:20]([O:22]C)=[O:21])=[CH:10][C:11]([CH:18]=[CH2:19])=[C:12]3[C:17]=2[N:16]=[CH:15][CH:14]=[CH:13]3)[CH:5]=[CH:6][CH:7]=1.[OH-].[Na+].O.Cl.